This data is from Forward reaction prediction with 1.9M reactions from USPTO patents (1976-2016). The task is: Predict the product of the given reaction. Given the reactants [F:1][C:2]([F:20])([F:19])[C:3]1[N:8]=[C:7]([NH:9][CH2:10][CH2:11][C:12]([F:15])([F:14])[F:13])[C:6]([C:16]([OH:18])=O)=[CH:5][N:4]=1.CCN(C(C)C)C(C)C.C1C=CC2N(O)N=NC=2C=1.[CH3:40][C:41]([NH2:45])([C:43]#[CH:44])[CH3:42].CCN=C=NCCCN(C)C, predict the reaction product. The product is: [CH3:40][C:41]([NH:45][C:16]([C:6]1[C:7]([NH:9][CH2:10][CH2:11][C:12]([F:13])([F:14])[F:15])=[N:8][C:3]([C:2]([F:1])([F:20])[F:19])=[N:4][CH:5]=1)=[O:18])([C:43]#[CH:44])[CH3:42].